Dataset: Reaction yield outcomes from USPTO patents with 853,638 reactions. Task: Predict the reaction yield, written as a fraction of the theoretical maximum amount of product (1.0 means a 100% yield; for example, 0.34 means a 34% yield). (1) The reactants are Cl[C:2]1[N:7]2[N:8]=[CH:9][C:10]([C:11]([O:13][CH2:14][CH3:15])=[O:12])=[C:6]2[N:5]=[CH:4][C:3]=1[C:16]([N:18]1[CH2:23][CH2:22][CH:21]([C:24]2[CH:29]=[CH:28][C:27]([F:30])=[CH:26][CH:25]=2)[CH2:20][CH2:19]1)=[O:17].[F:31][C:32]1[CH:38]=[CH:37][C:35]([NH2:36])=[C:34]([CH3:39])[CH:33]=1. No catalyst specified. The product is [CH2:14]([O:13][C:11]([C:10]1[CH:9]=[N:8][N:7]2[C:2]([NH:36][C:35]3[CH:37]=[CH:38][C:32]([F:31])=[CH:33][C:34]=3[CH3:39])=[C:3]([C:16]([N:18]3[CH2:23][CH2:22][CH:21]([C:24]4[CH:29]=[CH:28][C:27]([F:30])=[CH:26][CH:25]=4)[CH2:20][CH2:19]3)=[O:17])[CH:4]=[N:5][C:6]=12)=[O:12])[CH3:15]. The yield is 0.960. (2) The reactants are [NH2:1][C:2]1[CH:17]=[CH:16][C:15]([Cl:18])=[CH:14][C:3]=1[C:4]([NH:6][C:7]1[CH:12]=[CH:11][C:10]([Cl:13])=[CH:9][N:8]=1)=[O:5].[F:19][C:20]1[CH:28]=[CH:27][C:23]([C:24](Cl)=[O:25])=[CH:22][CH:21]=1.O. The catalyst is C(Cl)Cl.N1C=CC=CC=1. The product is [Cl:18][C:15]1[CH:16]=[CH:17][C:2]([NH:1][C:24](=[O:25])[C:23]2[CH:27]=[CH:28][C:20]([F:19])=[CH:21][CH:22]=2)=[C:3]([CH:14]=1)[C:4]([NH:6][C:7]1[CH:12]=[CH:11][C:10]([Cl:13])=[CH:9][N:8]=1)=[O:5]. The yield is 0.790. (3) The reactants are BrCCCCC(C)(C1C=CC(C)=CC=1)CO.[Br:17][CH2:18][CH2:19][CH2:20][CH2:21][CH2:22][C:23]([CH3:35])([C:29]1[CH:34]=[CH:33][CH:32]=[CH:31][CH:30]=1)[C:24](OCC)=[O:25].[Li+].[BH4-].CO. The catalyst is C(Cl)Cl. The product is [Br:17][CH2:18][CH2:19][CH2:20][CH2:21][CH2:22][C:23]([CH3:35])([C:29]1[CH:30]=[CH:31][CH:32]=[CH:33][CH:34]=1)[CH2:24][OH:25]. The yield is 0.980. (4) The reactants are C(O[C:9](=O)[NH:10][C@H:11]1[CH2:16][CH2:15][C@@H:14]([F:17])[CH2:13][CH2:12]1)C1C=CC=CC=1.[H-].[Al+3].[Li+].[H-].[H-].[H-]. No catalyst specified. The product is [F:17][C@@H:14]1[CH2:15][CH2:16][C@H:11]([NH:10][CH3:9])[CH2:12][CH2:13]1. The yield is 0.910. (5) The reactants are Br[C:2]1[CH:7]=[CH:6][C:5]([F:8])=[CH:4][C:3]=1[CH3:9].[C:10]([Cu])#[N:11]. The catalyst is CN(C=O)C.O. The product is [F:8][C:5]1[CH:6]=[CH:7][C:2]([C:10]#[N:11])=[C:3]([CH3:9])[CH:4]=1. The yield is 0.600. (6) The reactants are [C:1]1([CH:7]2[CH2:11][CH2:10][CH2:9][C:8]2=[O:12])[CH:6]=[CH:5][CH:4]=[CH:3][CH:2]=1.[C:13](=[O:18])=[N:14][C:15](Cl)=[O:16]. The catalyst is C(OCC)(=O)C.C(=O)(O)[O-].[Na+]. The product is [C:1]1([CH:7]2[C:8]3[O:12][C:15](=[O:16])[NH:14][C:13](=[O:18])[C:9]=3[CH2:10][CH2:11]2)[CH:6]=[CH:5][CH:4]=[CH:3][CH:2]=1. The yield is 0.130. (7) The reactants are Cl[C:2]1[N:7]=[C:6]([NH:8][CH2:9][C:10]2[CH:15]=[CH:14][C:13]([F:16])=[CH:12][CH:11]=2)[N:5]=[C:4]([NH:17][CH2:18][C:19]2[CH:24]=[CH:23][C:22]([F:25])=[CH:21][CH:20]=2)[N:3]=1.Cl.[CH2:27]([NH2:30])[C:28]#[CH:29].[OH-].[Na+].O. The catalyst is O1CCOCC1. The product is [F:25][C:22]1[CH:23]=[CH:24][C:19]([CH2:18][NH:17][C:4]2[N:5]=[C:6]([NH:8][CH2:9][C:10]3[CH:15]=[CH:14][C:13]([F:16])=[CH:12][CH:11]=3)[N:7]=[C:2]([NH:30][CH2:27][C:28]#[CH:29])[N:3]=2)=[CH:20][CH:21]=1. The yield is 0.620.